Dataset: Full USPTO retrosynthesis dataset with 1.9M reactions from patents (1976-2016). Task: Predict the reactants needed to synthesize the given product. (1) Given the product [CH2:17]([CH:11]1[N:12]([CH3:16])[C:13](=[O:15])[CH:14]([CH:32]2[C:27]3[C:28](=[CH:33][CH:34]=[CH:35][CH:36]=3)[C:29](=[O:30])[O:31]2)[N:9]([CH3:8])[C:10]1=[O:24])[C:18]1[CH:19]=[CH:20][CH:21]=[CH:22][CH:23]=1, predict the reactants needed to synthesize it. The reactants are: C([N-]C(C)C)(C)C.[CH3:8][N:9]1[CH2:14][C:13](=[O:15])[N:12]([CH3:16])[CH:11]([CH2:17][C:18]2[CH:23]=[CH:22][CH:21]=[CH:20][CH:19]=2)[C:10]1=[O:24].C([C:27]1[CH:36]=[CH:35][CH:34]=[CH:33][C:28]=1[C:29]([O:31][CH3:32])=[O:30])=O.Cl. (2) The reactants are: C([CH2:3][CH2:4][C:5]1[CH:10]=[CH:9][C:8](OC(=O)C(F)(F)F)=[CH:7][CH:6]=1)#N.[B:18]1([B:18]2[O:22][C:21]([CH3:24])([CH3:23])[C:20]([CH3:26])([CH3:25])[O:19]2)[O:22][C:21]([CH3:24])([CH3:23])[C:20]([CH3:26])([CH3:25])[O:19]1.C([O-])(=O)C.[K+].[CH3:41][N:42](C=O)C. Given the product [CH3:25][C:20]1([CH3:26])[C:21]([CH3:24])([CH3:23])[O:22][B:18]([C:8]2[CH:7]=[CH:6][C:5]([CH:4]([CH3:3])[C:41]#[N:42])=[CH:10][CH:9]=2)[O:19]1, predict the reactants needed to synthesize it. (3) Given the product [F:26][C:22]1[C:23]([F:25])=[CH:24][C:2]([NH:1][CH2:32][C:33]2[CH:38]=[CH:37][N:36]=[C:35]([C:39]([NH:41][CH2:42][CH3:43])=[O:40])[CH:34]=2)=[C:3]([C:4]([NH:6][C:7]2[CH:20]=[CH:19][C:10]3[O:11][C:12]([F:17])([F:18])[C:13]([F:15])([F:16])[O:14][C:9]=3[CH:8]=2)=[O:5])[CH:21]=1, predict the reactants needed to synthesize it. The reactants are: [NH2:1][C:2]1[CH:24]=[C:23]([F:25])[C:22]([F:26])=[CH:21][C:3]=1[C:4]([NH:6][C:7]1[CH:20]=[CH:19][C:10]2[O:11][C:12]([F:18])([F:17])[C:13]([F:16])([F:15])[O:14][C:9]=2[CH:8]=1)=[O:5].CS(O[CH2:32][C:33]1[CH:38]=[CH:37][N:36]=[C:35]([C:39]([NH:41][CH2:42][CH3:43])=[O:40])[CH:34]=1)(=O)=O. (4) Given the product [CH3:25][O:24][C:20]1[CH:19]=[C:18]2[C:23]([C:14]([O:13][C@H:11]3[CH2:12][NH:8][C@H:9]([C:32]([NH:33][C@:34]4([C:39]([NH:41][S:42]([C:45]5[CH:50]=[CH:49][CH:48]=[CH:47][C:46]=5[NH:51][C:52]([CH2:53][CH2:54][CH2:55][CH2:56][CH2:57][CH2:58][C:59]([OH:61])=[O:60])=[O:62])(=[O:44])=[O:43])=[O:40])[CH2:36][C@H:35]4[CH:37]=[CH2:38])=[O:63])[CH2:10]3)=[CH:15][C:16]([C:26]3[CH:27]=[CH:28][CH:29]=[CH:30][CH:31]=3)=[N:17]2)=[CH:22][CH:21]=1, predict the reactants needed to synthesize it. The reactants are: C(OC([N:8]1[CH2:12][C@H:11]([O:13][C:14]2[C:23]3[C:18](=[CH:19][C:20]([O:24][CH3:25])=[CH:21][CH:22]=3)[N:17]=[C:16]([C:26]3[CH:31]=[CH:30][CH:29]=[CH:28][CH:27]=3)[CH:15]=2)[CH2:10][C@H:9]1[C:32](=[O:63])[NH:33][C@:34]1([C:39]([NH:41][S:42]([C:45]2[CH:50]=[CH:49][CH:48]=[CH:47][C:46]=2[NH:51][C:52](=[O:62])[CH2:53][CH2:54][CH2:55][CH2:56][CH2:57][CH2:58][C:59]([OH:61])=[O:60])(=[O:44])=[O:43])=[O:40])[CH2:36][C@H:35]1[CH:37]=[CH2:38])=O)(C)(C)C.C(O)(C(F)(F)F)=O. (5) Given the product [Cl:13][C:14]1[C:15]([CH3:24])=[C:16]([S:20]([NH:12][C:8]2[CH:7]=[CH:6][C:5]([CH2:4][O:3][CH2:1][CH3:2])=[C:10]([CH3:11])[N:9]=2)(=[O:22])=[O:21])[CH:17]=[CH:18][CH:19]=1, predict the reactants needed to synthesize it. The reactants are: [CH2:1]([O:3][CH2:4][C:5]1[CH:6]=[CH:7][C:8]([NH2:12])=[N:9][C:10]=1[CH3:11])[CH3:2].[Cl:13][C:14]1[C:15]([CH3:24])=[C:16]([S:20](Cl)(=[O:22])=[O:21])[CH:17]=[CH:18][CH:19]=1. (6) Given the product [Br:12][CH2:2][C:3]([F:10])([F:9])[CH2:4][CH2:5][C:6]([OH:8])=[O:7], predict the reactants needed to synthesize it. The reactants are: Cl[CH2:2][C:3]([F:10])([F:9])[CH2:4][CH2:5][C:6]([OH:8])=[O:7].Cl.[BrH:12]. (7) The reactants are: [C:1]([O:5][C:6](=[O:33])[NH:7][C:8]1([C:14]2[CH:19]=[CH:18][C:17]([C:20](=O)[C:21]([C:26]3[CH:31]=[CH:30][CH:29]=[CH:28][CH:27]=3)=[CH:22]N(C)C)=[CH:16][CH:15]=2)[CH2:11][C:10]([OH:13])([CH3:12])[CH2:9]1)([CH3:4])([CH3:3])[CH3:2].[C:34]1([C:40]2[NH:41][C:42]([NH2:45])=[N:43][N:44]=2)[CH:39]=[CH:38][CH:37]=[CH:36][CH:35]=1. Given the product [C:1]([O:5][C:6](=[O:33])[NH:7][C:8]1([C:14]2[CH:15]=[CH:16][C:17]([C:20]3[C:21]([C:26]4[CH:31]=[CH:30][CH:29]=[CH:28][CH:27]=4)=[CH:22][N:43]4[N:44]=[C:40]([C:34]5[CH:35]=[CH:36][CH:37]=[CH:38][CH:39]=5)[N:41]=[C:42]4[N:45]=3)=[CH:18][CH:19]=2)[CH2:9][C:10]([OH:13])([CH3:12])[CH2:11]1)([CH3:2])([CH3:3])[CH3:4], predict the reactants needed to synthesize it. (8) Given the product [CH3:1][C:2]1[CH:7]=[CH:6][C:5]([S:8]([O:11][CH2:12][C:13]2([CH3:24])[CH2:17][C:16]3[CH:18]=[C:19]([Cl:23])[CH:20]=[C:21]([O:22][S:27]([C:26]([F:39])([F:38])[F:25])(=[O:29])=[O:28])[C:15]=3[O:14]2)(=[O:9])=[O:10])=[CH:4][CH:3]=1, predict the reactants needed to synthesize it. The reactants are: [CH3:1][C:2]1[CH:7]=[CH:6][C:5]([S:8]([O:11][CH2:12][C:13]2([CH3:24])[CH2:17][C:16]3[CH:18]=[C:19]([Cl:23])[CH:20]=[C:21]([OH:22])[C:15]=3[O:14]2)(=[O:10])=[O:9])=[CH:4][CH:3]=1.[F:25][C:26]([F:39])([F:38])[S:27](O[S:27]([C:26]([F:39])([F:38])[F:25])(=[O:29])=[O:28])(=[O:29])=[O:28].C(N(C(C)C)CC)(C)C.CC1C=CC(S(OCC2CC3C=CC(C4C=CC=CC=4)=CC=3O2)(=O)=O)=CC=1. (9) Given the product [Cl:1][C:2]1[N:3]([CH2:28][C:29]2[CH:34]=[CH:33][CH:32]=[C:31]([C:35]([F:36])([F:37])[F:38])[C:30]=2[CH3:39])[C:4]2[CH:10]=[C:9]([N:11]3[CH2:16][CH2:15][O:14][CH2:13][CH2:12]3)[CH:8]=[C:7]([C:17]([O:19][CH3:20])=[O:18])[C:5]=2[N:6]=1, predict the reactants needed to synthesize it. The reactants are: [Cl:1][C:2]1[NH:6][C:5]2[C:7]([C:17]([O:19][CH3:20])=[O:18])=[CH:8][C:9]([N:11]3[CH2:16][CH2:15][O:14][CH2:13][CH2:12]3)=[CH:10][C:4]=2[N:3]=1.C(=O)([O-])[O-].[K+].[K+].Br[CH2:28][C:29]1[CH:34]=[CH:33][CH:32]=[C:31]([C:35]([F:38])([F:37])[F:36])[C:30]=1[CH3:39].O.